Dataset: CYP3A4 inhibition data for predicting drug metabolism from PubChem BioAssay. Task: Regression/Classification. Given a drug SMILES string, predict its absorption, distribution, metabolism, or excretion properties. Task type varies by dataset: regression for continuous measurements (e.g., permeability, clearance, half-life) or binary classification for categorical outcomes (e.g., BBB penetration, CYP inhibition). Dataset: cyp3a4_veith. (1) The molecule is Nc1c2c(nc3ccccc13)CCC[C@H]2O. The result is 0 (non-inhibitor). (2) The molecule is O=c1c2ccccc2nc2n1C(CSCc1cccc(C(F)(F)F)c1)CS2. The result is 1 (inhibitor).